Dataset: NCI-60 drug combinations with 297,098 pairs across 59 cell lines. Task: Regression. Given two drug SMILES strings and cell line genomic features, predict the synergy score measuring deviation from expected non-interaction effect. (1) Drug 1: CCC1(C2=C(COC1=O)C(=O)N3CC4=CC5=C(C=CC(=C5CN(C)C)O)N=C4C3=C2)O.Cl. Drug 2: C1C(C(OC1N2C=NC(=NC2=O)N)CO)O. Cell line: SNB-75. Synergy scores: CSS=9.87, Synergy_ZIP=-6.76, Synergy_Bliss=-1.06, Synergy_Loewe=0.731, Synergy_HSA=1.09. (2) Drug 1: CCCS(=O)(=O)NC1=C(C(=C(C=C1)F)C(=O)C2=CNC3=C2C=C(C=N3)C4=CC=C(C=C4)Cl)F. Drug 2: CC1C(C(CC(O1)OC2CC(CC3=C2C(=C4C(=C3O)C(=O)C5=C(C4=O)C(=CC=C5)OC)O)(C(=O)C)O)N)O.Cl. Cell line: SNB-75. Synergy scores: CSS=41.2, Synergy_ZIP=21.8, Synergy_Bliss=23.7, Synergy_Loewe=-23.4, Synergy_HSA=22.2. (3) Drug 1: C1C(C(OC1N2C=NC(=NC2=O)N)CO)O. Drug 2: CC12CCC3C(C1CCC2OP(=O)(O)O)CCC4=C3C=CC(=C4)OC(=O)N(CCCl)CCCl.[Na+]. Cell line: BT-549. Synergy scores: CSS=20.1, Synergy_ZIP=-5.36, Synergy_Bliss=-0.699, Synergy_Loewe=-2.30, Synergy_HSA=-0.0399. (4) Drug 1: CC12CCC3C(C1CCC2=O)CC(=C)C4=CC(=O)C=CC34C. Drug 2: C(CC(=O)O)C(=O)CN.Cl. Cell line: HOP-62. Synergy scores: CSS=47.6, Synergy_ZIP=-3.34, Synergy_Bliss=-5.39, Synergy_Loewe=-9.31, Synergy_HSA=-4.20. (5) Drug 1: CS(=O)(=O)CCNCC1=CC=C(O1)C2=CC3=C(C=C2)N=CN=C3NC4=CC(=C(C=C4)OCC5=CC(=CC=C5)F)Cl. Drug 2: COCCOC1=C(C=C2C(=C1)C(=NC=N2)NC3=CC=CC(=C3)C#C)OCCOC.Cl. Cell line: HL-60(TB). Synergy scores: CSS=0.137, Synergy_ZIP=0.545, Synergy_Bliss=-1.58, Synergy_Loewe=-1.79, Synergy_HSA=-2.57. (6) Drug 1: CC12CCC(CC1=CCC3C2CCC4(C3CC=C4C5=CN=CC=C5)C)O. Drug 2: C1=CC(=CC=C1CCCC(=O)O)N(CCCl)CCCl. Cell line: SK-MEL-5. Synergy scores: CSS=29.0, Synergy_ZIP=-8.45, Synergy_Bliss=-5.84, Synergy_Loewe=-8.07, Synergy_HSA=-7.28. (7) Drug 1: CC1=C2C(C(=O)C3(C(CC4C(C3C(C(C2(C)C)(CC1OC(=O)C(C(C5=CC=CC=C5)NC(=O)OC(C)(C)C)O)O)OC(=O)C6=CC=CC=C6)(CO4)OC(=O)C)OC)C)OC. Drug 2: C1C(C(OC1N2C=NC3=C2NC=NCC3O)CO)O. Cell line: HCC-2998. Synergy scores: CSS=63.0, Synergy_ZIP=11.7, Synergy_Bliss=9.65, Synergy_Loewe=-27.8, Synergy_HSA=9.78.